This data is from Forward reaction prediction with 1.9M reactions from USPTO patents (1976-2016). The task is: Predict the product of the given reaction. (1) Given the reactants [F:1][C:2]1[CH:11]=[C:10]2[C:5]([C:6]([C:14]#[N:15])=[C:7]([OH:13])[N:8]=[C:9]2[SH:12])=[CH:4][CH:3]=1.[CH3:16]N(C=O)C.[OH-].[Na+].IC, predict the reaction product. The product is: [F:1][C:2]1[CH:11]=[C:10]2[C:5]([C:6]([C:14]#[N:15])=[C:7]([OH:13])[N:8]=[C:9]2[S:12][CH3:16])=[CH:4][CH:3]=1. (2) The product is: [C:27]([C:15]1[CH:16]=[C:17]([NH:18][C:19]([C:21]2[CH:26]=[CH:25][CH:24]=[CH:23][N:22]=2)=[O:20])[N:13]([C:9]2[CH:8]=[C:7]([CH2:6][CH2:5][C:4]([OH:31])=[O:3])[CH:12]=[CH:11][CH:10]=2)[N:14]=1)([CH3:30])([CH3:28])[CH3:29]. Given the reactants C([O:3][C:4](=[O:31])[CH2:5][CH2:6][C:7]1[CH:12]=[CH:11][CH:10]=[C:9]([N:13]2[C:17]([NH:18][C:19]([C:21]3[CH:26]=[CH:25][CH:24]=[CH:23][N:22]=3)=[O:20])=[CH:16][C:15]([C:27]([CH3:30])([CH3:29])[CH3:28])=[N:14]2)[CH:8]=1)C.[Li+].[OH-], predict the reaction product. (3) Given the reactants [ClH:1].[NH:2]1[CH2:7][CH2:6][CH:5]([C:8]2[CH:9]=[CH:10][C:11]([CH2:14][CH2:15][CH3:16])=[N:12]C=2)[CH2:4][CH2:3]1.BrC1[N:19]=NC(Br)=CC=1, predict the reaction product. The product is: [ClH:1].[NH:2]1[CH2:7][CH2:6][CH:5]([C:8]2[N:19]=[N:12][C:11]([CH2:14][CH2:15][CH3:16])=[CH:10][CH:9]=2)[CH2:4][CH2:3]1. (4) Given the reactants [Mg].CCOCC.BrBr.ClC1C=CC(C[O:15][C:16]2[C:23]([O:24][CH2:25][C:26]3[CH:31]=[CH:30][C:29]([Cl:32])=[CH:28][CH:27]=3)=[CH:22][CH:21]=[CH:20][C:17]=2[CH:18]=[O:19])=CC=1, predict the reaction product. The product is: [Cl:32][C:29]1[CH:30]=[CH:31][C:26]([CH2:25][O:24][C:23]2[C:16]([OH:15])=[C:17]([CH:20]=[CH:21][CH:22]=2)[CH:18]=[O:19])=[CH:27][CH:28]=1. (5) Given the reactants Cl.[CH2:2]([N:9]([CH2:31][C@@H:32]([C:34]1[CH:45]=[CH:44][C:37]2[O:38]C(C)(C)[O:40][CH2:41][C:36]=2[CH:35]=1)[OH:33])[CH2:10][CH2:11][CH2:12][CH2:13][CH2:14][CH2:15][O:16][CH2:17][CH2:18][CH2:19][CH2:20][C:21]1[CH:22]=[C:23]([S:27]([NH2:30])(=[O:29])=[O:28])[CH:24]=[CH:25][CH:26]=1)[C:3]1[CH:8]=[CH:7][CH:6]=[CH:5][CH:4]=1, predict the reaction product. The product is: [CH2:2]([N:9]([CH2:31][C@H:32]([OH:33])[C:34]1[CH:45]=[CH:44][C:37]([OH:38])=[C:36]([CH2:41][OH:40])[CH:35]=1)[CH2:10][CH2:11][CH2:12][CH2:13][CH2:14][CH2:15][O:16][CH2:17][CH2:18][CH2:19][CH2:20][C:21]1[CH:22]=[C:23]([S:27]([NH2:30])(=[O:29])=[O:28])[CH:24]=[CH:25][CH:26]=1)[C:3]1[CH:4]=[CH:5][CH:6]=[CH:7][CH:8]=1. (6) The product is: [F:1][C:2]1[CH:7]=[C:6]([I:8])[CH:5]=[CH:4][C:3]=1[NH:9][C:10]1[C:19]([F:20])=[C:18]2[C:13]([C:14]([CH3:21])=[N:15][CH:16]=[N:17]2)=[CH:12][C:11]=1[C:22]([OH:24])=[O:23]. Given the reactants [F:1][C:2]1[CH:7]=[C:6]([I:8])[CH:5]=[CH:4][C:3]=1[NH:9][C:10]1[C:19]([F:20])=[C:18]2[C:13]([C:14]([CH3:21])=[N:15][CH:16]=[N:17]2)=[CH:12][C:11]=1[C:22]([O:24]C)=[O:23].[Li+].[OH-], predict the reaction product.